This data is from Experimentally validated miRNA-target interactions with 360,000+ pairs, plus equal number of negative samples. The task is: Binary Classification. Given a miRNA mature sequence and a target amino acid sequence, predict their likelihood of interaction. The miRNA is mmu-miR-5135 with sequence AGGUCUAGGUGGCAAGGGCGUCCU. The protein sequence of the target gene is MDTLVEDDICILNHEKAHRREAVTPLSAYPGDESVASHFALVTAYEDIKKRLKDSEKENSFLKKRIRALEERLVGARADEETSSVGREQVNKAYHAYREVCIDRDNLKNQLEKINKDNSESLKMLNEQLQSKEVELLQLRTEVETQQVMRNLNPPSSSWEVEKLSCDLKIHGLEQELGLLRKECSDLRTELQKARQTGPPQEDILQGRDVIRPSLSREEHVPHQGLHHSDNMQHAYWELKREMSNLHLVTQVQAELLRKLKTSAAVKKACTPVGCVEDLGRDSTKLHLTNFTATYKRHPS.... Result: 1 (interaction).